From a dataset of Full USPTO retrosynthesis dataset with 1.9M reactions from patents (1976-2016). Predict the reactants needed to synthesize the given product. (1) Given the product [CH3:11][CH:10]([NH:12][C:3](=[O:4])[CH2:2][O:14][C:15]1[N:16]=[C:17]([C:21]2[CH:26]=[CH:25][C:24]([C:27]([OH:29])=[O:28])=[CH:23][CH:22]=2)[S:18][C:19]=1[CH3:20])[CH2:9][CH2:8][CH:7]([CH3:13])[CH3:6], predict the reactants needed to synthesize it. The reactants are: Cl[CH2:2][C:3](Cl)=[O:4].[CH3:6][CH:7]([CH3:13])[CH2:8][CH2:9][CH:10]([NH2:12])[CH3:11].[OH:14][C:15]1[N:16]=[C:17]([C:21]2[CH:26]=[CH:25][C:24]([C:27]([O:29]C)=[O:28])=[CH:23][CH:22]=2)[S:18][C:19]=1[CH3:20]. (2) Given the product [F:8][C:4]1[CH:5]=[CH:6][CH:7]=[C:2]([F:1])[C:3]=1[N:9]1[C:14]2[N:15]=[C:16]([S:29][CH3:30])[N:17]=[C:18]([C:19]3[CH:20]=[C:21]([CH:25]=[CH:26][C:27]=3[CH3:28])[C:22]([NH:37][C:36]3[CH:38]=[CH:39][C:33]([F:32])=[CH:34][CH:35]=3)=[O:23])[C:13]=2[CH:12]=[CH:11][C:10]1=[O:31], predict the reactants needed to synthesize it. The reactants are: [F:1][C:2]1[CH:7]=[CH:6][CH:5]=[C:4]([F:8])[C:3]=1[N:9]1[C:14]2[N:15]=[C:16]([S:29][CH3:30])[N:17]=[C:18]([C:19]3[CH:20]=[C:21]([CH:25]=[CH:26][C:27]=3[CH3:28])[C:22](O)=[O:23])[C:13]=2[CH:12]=[CH:11][C:10]1=[O:31].[F:32][C:33]1[CH:39]=[CH:38][C:36]([NH2:37])=[CH:35][CH:34]=1. (3) Given the product [ClH:34].[CH3:1][NH:2][C:3]([C:5]1[C:10]2[O:11][C:12]3[CH2:17][CH2:16][NH:15][CH2:14][C:13]=3[C:9]=2[CH:8]=[C:7]([S:25]([C:28]2[CH:33]=[CH:32][CH:31]=[CH:30][CH:29]=2)(=[O:26])=[O:27])[CH:6]=1)=[O:4], predict the reactants needed to synthesize it. The reactants are: [CH3:1][NH:2][C:3]([C:5]1[C:10]2[O:11][C:12]3[CH2:17][CH2:16][N:15](C(OC(C)(C)C)=O)[CH2:14][C:13]=3[C:9]=2[CH:8]=[C:7]([S:25]([C:28]2[CH:33]=[CH:32][CH:31]=[CH:30][CH:29]=2)(=[O:27])=[O:26])[CH:6]=1)=[O:4].[ClH:34]. (4) The reactants are: C1(P(C2CCCCC2)C2C=CC=CC=2C2C(N(C)C)=CC=CC=2)CCCCC1.[N:29]1[CH:34]=[CH:33][CH:32]=[C:31]([C:35]2[CH:40]=[CH:39][N:38]=[C:37]([NH:41][C:42]3[CH:43]=[C:44]([NH:49][C:50]([C:52]4[CH:53]=[N:54][CH:55]=[C:56](Br)[CH:57]=4)=[O:51])[CH:45]=[CH:46][C:47]=3[CH3:48])[N:36]=2)[CH:30]=1.[Li]N([Si](C)(C)C)[Si](C)(C)C.[NH:69]1[CH2:74][CH2:73][O:72][CH2:71][CH2:70]1. Given the product [CH3:48][C:47]1[CH:46]=[CH:45][C:44]([NH:49][C:50](=[O:51])[C:52]2[CH:57]=[C:56]([N:69]3[CH2:74][CH2:73][O:72][CH2:71][CH2:70]3)[CH:55]=[N:54][CH:53]=2)=[CH:43][C:42]=1[NH:41][C:37]1[N:36]=[C:35]([C:31]2[CH:30]=[N:29][CH:34]=[CH:33][CH:32]=2)[CH:40]=[CH:39][N:38]=1, predict the reactants needed to synthesize it. (5) Given the product [NH2:1][C:2]1[CH:3]=[C:4]([CH:8]=[CH:9][C:10]=1[F:11])[C:5]([NH:45][C@@H:46]1[C:54]2[C:49](=[CH:50][CH:51]=[CH:52][CH:53]=2)[CH2:48][C@@H:47]1[OH:55])=[O:7], predict the reactants needed to synthesize it. The reactants are: [NH2:1][C:2]1[CH:3]=[C:4]([CH:8]=[CH:9][C:10]=1[F:11])[C:5]([OH:7])=O.C(N(C(C)C)CC)(C)C.CN(C(ON1N=NC2C=CC=NC1=2)=[N+](C)C)C.F[P-](F)(F)(F)(F)F.[NH2:45][C@@H:46]1[C:54]2[C:49](=[CH:50][CH:51]=[CH:52][CH:53]=2)[CH2:48][C@@H:47]1[OH:55]. (6) Given the product [C:1]([O:5][C:6]([N:8]([C:9]([O:11][C:12]([CH3:15])([CH3:14])[CH3:13])=[O:10])[C:16]1[N:17]=[CH:18][C:19]([C:6]([O:5][CH3:1])=[O:7])=[N:20][C:21]=1[O:22][CH2:23][CH:24]1[CH2:26][CH2:25]1)=[O:7])([CH3:4])([CH3:3])[CH3:2], predict the reactants needed to synthesize it. The reactants are: [C:1]([O:5][C:6]([N:8]([C:16]1[C:21]([O:22][CH2:23][CH:24]2[CH2:26][CH2:25]2)=[N:20][C:19](Br)=[CH:18][N:17]=1)[C:9]([O:11][C:12]([CH3:15])([CH3:14])[CH3:13])=[O:10])=[O:7])([CH3:4])([CH3:3])[CH3:2].C(Cl)Cl.C(N(CC)CC)C.[C]=O.